From a dataset of Full USPTO retrosynthesis dataset with 1.9M reactions from patents (1976-2016). Predict the reactants needed to synthesize the given product. (1) The reactants are: [CH3:1][C:2]1[C:12]([O:13][CH3:14])=[CH:11][C:5]2[NH:6][C:7](=[O:10])[CH2:8][O:9][C:4]=2[CH:3]=1.[H-].[Na+].Br[CH2:18][C:19]([O:21]CC)=[O:20].[OH-].[Na+]. Given the product [CH3:1][C:2]1[C:12]([O:13][CH3:14])=[CH:11][C:5]2[N:6]([CH2:18][C:19]([OH:21])=[O:20])[C:7](=[O:10])[CH2:8][O:9][C:4]=2[CH:3]=1, predict the reactants needed to synthesize it. (2) Given the product [NH:22]1[C:26]2[CH2:27][N:28]([C:3]3[N:8]=[C:7]([CH3:31])[N:6]([CH2:9][C:10]4[S:11][C:12]([C:15]([F:18])([F:17])[F:16])=[CH:13][CH:14]=4)[C:5](=[O:19])[N:4]=3)[CH2:29][CH2:30][C:25]=2[CH:24]=[N:23]1, predict the reactants needed to synthesize it. The reactants are: CS[C:3]1[N:8]=[CH:7][N:6]([CH2:9][C:10]2[S:11][C:12]([C:15]([F:18])([F:17])[F:16])=[CH:13][CH:14]=2)[C:5](=[O:19])[N:4]=1.Cl.Cl.[NH:22]1[C:26]2[CH2:27][NH:28][CH2:29][CH2:30][C:25]=2[CH:24]=[N:23]1.[CH:31](N(CC)C(C)C)(C)C.